From a dataset of Full USPTO retrosynthesis dataset with 1.9M reactions from patents (1976-2016). Predict the reactants needed to synthesize the given product. Given the product [NH2:2][CH2:1][C:3]1[CH:4]=[CH:5][C:6]([NH:9]/[C:10](=[C:17]2\[C:18](=[O:26])[NH:19][C:20]3[C:25]\2=[CH:24][CH:23]=[CH:22][CH:21]=3)/[C:11]2[CH:16]=[CH:15][CH:14]=[CH:13][CH:12]=2)=[CH:7][CH:8]=1, predict the reactants needed to synthesize it. The reactants are: [C:1]([C:3]1[CH:8]=[CH:7][C:6]([NH:9]/[C:10](=[C:17]2\[C:18](=[O:26])[NH:19][C:20]3[C:25]\2=[CH:24][CH:23]=[CH:22][CH:21]=3)/[C:11]2[CH:16]=[CH:15][CH:14]=[CH:13][CH:12]=2)=[CH:5][CH:4]=1)#[N:2].[H][H].